From a dataset of Catalyst prediction with 721,799 reactions and 888 catalyst types from USPTO. Predict which catalyst facilitates the given reaction. Reactant: [C:1](Cl)(=[O:3])[CH3:2].[F:5][C:6]1[CH:11]=[CH:10][C:9]([C:12]2[N:17]=[CH:16][N:15]=[C:14]([NH:18][C:19]3[CH:24]=[CH:23][CH:22]=[C:21]([CH2:25][S:26]([CH3:29])(=[NH:28])=[O:27])[CH:20]=3)[N:13]=2)=[C:8]([O:30][CH3:31])[CH:7]=1.C(N(CC)CC)C. Product: [F:5][C:6]1[CH:11]=[CH:10][C:9]([C:12]2[N:17]=[CH:16][N:15]=[C:14]([NH:18][C:19]3[CH:20]=[C:21]([CH:22]=[CH:23][CH:24]=3)[CH2:25][S:26]([CH3:29])(=[O:27])=[N:28][C:1](=[O:3])[CH3:2])[N:13]=2)=[C:8]([O:30][CH3:31])[CH:7]=1. The catalyst class is: 34.